From a dataset of Full USPTO retrosynthesis dataset with 1.9M reactions from patents (1976-2016). Predict the reactants needed to synthesize the given product. (1) Given the product [Cl:18][C:19]1[CH:38]=[CH:37][C:22]([CH2:23][CH2:24][NH:25][C:26]([C:28]2[CH:29]=[C:30]3[C:34](=[CH:35][CH:36]=2)[N:33]([C:8]2[CH:7]=[CH:6][C:5]([CH2:10][C:11]([O:13][C:14]([CH3:17])([CH3:16])[CH3:15])=[O:12])=[CH:4][C:3]=2[C:1]#[N:2])[CH:32]=[CH:31]3)=[O:27])=[CH:21][CH:20]=1, predict the reactants needed to synthesize it. The reactants are: [C:1]([C:3]1[CH:4]=[C:5]([CH2:10][C:11]([O:13][C:14]([CH3:17])([CH3:16])[CH3:15])=[O:12])[CH:6]=[CH:7][C:8]=1F)#[N:2].[Cl:18][C:19]1[CH:38]=[CH:37][C:22]([CH2:23][CH2:24][NH:25][C:26]([C:28]2[CH:29]=[C:30]3[C:34](=[CH:35][CH:36]=2)[NH:33][CH:32]=[CH:31]3)=[O:27])=[CH:21][CH:20]=1.C([O-])([O-])=O.[K+].[K+]. (2) The reactants are: [CH2:1]([O:8][CH2:9][C:10]([CH3:31])([CH3:30])[CH:11]([NH:27][CH:28]=O)[CH2:12][C:13]1[CH:18]=[CH:17][C:16]([O:19][CH3:20])=[C:15]([O:21][CH2:22][CH2:23][CH2:24][O:25][CH3:26])[CH:14]=1)[C:2]1[CH:7]=[CH:6][CH:5]=[CH:4][CH:3]=1.O=P(Cl)(Cl)Cl. Given the product [CH2:1]([O:8][CH2:9][C:10]([CH:11]1[CH2:12][C:13]2[C:18](=[CH:17][C:16]([O:19][CH3:20])=[C:15]([O:21][CH2:22][CH2:23][CH2:24][O:25][CH3:26])[CH:14]=2)[CH:28]=[N:27]1)([CH3:30])[CH3:31])[C:2]1[CH:3]=[CH:4][CH:5]=[CH:6][CH:7]=1, predict the reactants needed to synthesize it. (3) Given the product [Br:1][C:2]1[CH:3]=[C:4]2[C:9]([CH2:8][C:7]([CH2:12][OH:13])([CH3:15])[CH2:6][CH:5]2[OH:16])=[CH:10][CH:11]=1, predict the reactants needed to synthesize it. The reactants are: [Br:1][C:2]1[CH:3]=[C:4]2[C:9](=[CH:10][CH:11]=1)[CH2:8][C:7]([CH3:15])([C:12](O)=[O:13])[CH2:6][C:5]2=[O:16].B.C1COCC1. (4) Given the product [F:1][C:2]1[C:10]([O:11][CH3:12])=[C:9]([F:13])[C:8]([F:14])=[CH:7][C:3]=1[C:4]([Cl:17])=[O:5], predict the reactants needed to synthesize it. The reactants are: [F:1][C:2]1[C:10]([O:11][CH3:12])=[C:9]([F:13])[C:8]([F:14])=[CH:7][C:3]=1[C:4](O)=[O:5].S(Cl)([Cl:17])=O.